From a dataset of Reaction yield outcomes from USPTO patents with 853,638 reactions. Predict the reaction yield, written as a fraction of the theoretical maximum amount of product (1.0 means a 100% yield; for example, 0.34 means a 34% yield). (1) The yield is 0.620. The product is [Si:12]([O:25][CH2:26][C@@H:27]([OH:28])[CH2:29][CH:4]=[CH2:5])([C:8]([CH3:10])([CH3:11])[CH3:9])([C:19]1[CH:20]=[CH:21][CH:22]=[CH:23][CH:24]=1)[C:13]1[CH:14]=[CH:15][CH:16]=[CH:17][CH:18]=1. The reactants are [Cu]C#N.[CH:4]([Mg]Br)=[CH2:5].[C:8]([Si:12]([O:25][CH2:26][C@@H:27]1[CH2:29][O:28]1)([C:19]1[CH:24]=[CH:23][CH:22]=[CH:21][CH:20]=1)[C:13]1[CH:18]=[CH:17][CH:16]=[CH:15][CH:14]=1)([CH3:11])([CH3:10])[CH3:9]. No catalyst specified. (2) The reactants are [CH2:1]([NH:3][CH2:4][CH3:5])[CH3:2].[Cl:6][C:7]1[CH:34]=[CH:33][C:32]([N:35]2[CH:39]=[CH:38][CH:37]=[N:36]2)=[CH:31][C:8]=1[C:9]([NH:11][C:12](=[O:30])[NH:13][C:14]1[S:15][C:16]2[CH:22]=[C:21]([S:23]([CH2:26][CH2:27][CH2:28]I)(=[O:25])=[O:24])[CH:20]=[CH:19][C:17]=2[N:18]=1)=[O:10]. The catalyst is C1COCC1. The product is [Cl:6][C:7]1[CH:34]=[CH:33][C:32]([N:35]2[CH:39]=[CH:38][CH:37]=[N:36]2)=[CH:31][C:8]=1[C:9]([NH:11][C:12](=[O:30])[NH:13][C:14]1[S:15][C:16]2[CH:22]=[C:21]([S:23]([CH2:26][CH2:27][CH2:28][N:3]([CH2:4][CH3:5])[CH2:1][CH3:2])(=[O:25])=[O:24])[CH:20]=[CH:19][C:17]=2[N:18]=1)=[O:10]. The yield is 0.140. (3) The reactants are Cl[C:2]1[N:7]=[C:6]([NH:8][C@H:9]([C:11]2[N:16]=[CH:15][C:14]([F:17])=[CH:13][N:12]=2)[CH3:10])[N:5]=[C:4]([NH:18][C:19]2[N:20]=[CH:21][N:22]([CH2:24][C:25]#[N:26])[CH:23]=2)[N:3]=1.[NH:27]1[CH2:32][CH2:31][O:30][CH2:29][CH2:28]1. The catalyst is C(O)C. The product is [F:17][C:14]1[CH:13]=[N:12][C:11]([C@@H:9]([NH:8][C:6]2[N:7]=[C:2]([N:27]3[CH2:32][CH2:31][O:30][CH2:29][CH2:28]3)[N:3]=[C:4]([NH:18][C:19]3[N:20]=[CH:21][N:22]([CH2:24][C:25]#[N:26])[CH:23]=3)[N:5]=2)[CH3:10])=[N:16][CH:15]=1. The yield is 0.820. (4) The reactants are Cl[C:2]1[N:11]=[C:10]([N:12]([C:14]2[CH:19]=[CH:18][C:17]([O:20][CH3:21])=[CH:16][CH:15]=2)[CH3:13])[C:9]2[C:4](=[CH:5][CH:6]=[CH:7][CH:8]=2)[N:3]=1.Cl.[NH2:23][OH:24]. The catalyst is C(O)(C)C. The product is [OH:24][NH:23][C:2]1[N:11]=[C:10]([N:12]([C:14]2[CH:19]=[CH:18][C:17]([O:20][CH3:21])=[CH:16][CH:15]=2)[CH3:13])[C:9]2[C:4](=[CH:5][CH:6]=[CH:7][CH:8]=2)[N:3]=1. The yield is 0.400.